From a dataset of NCI-60 drug combinations with 297,098 pairs across 59 cell lines. Regression. Given two drug SMILES strings and cell line genomic features, predict the synergy score measuring deviation from expected non-interaction effect. (1) Cell line: HL-60(TB). Drug 1: CC(CN1CC(=O)NC(=O)C1)N2CC(=O)NC(=O)C2. Synergy scores: CSS=87.0, Synergy_ZIP=20.6, Synergy_Bliss=22.1, Synergy_Loewe=17.9, Synergy_HSA=22.2. Drug 2: C1=CC(=CC=C1CC(C(=O)O)N)N(CCCl)CCCl.Cl. (2) Drug 1: CC1=C(C=C(C=C1)NC2=NC=CC(=N2)N(C)C3=CC4=NN(C(=C4C=C3)C)C)S(=O)(=O)N.Cl. Drug 2: CCC1=CC2CC(C3=C(CN(C2)C1)C4=CC=CC=C4N3)(C5=C(C=C6C(=C5)C78CCN9C7C(C=CC9)(C(C(C8N6C)(C(=O)OC)O)OC(=O)C)CC)OC)C(=O)OC.C(C(C(=O)O)O)(C(=O)O)O. Cell line: A498. Synergy scores: CSS=19.6, Synergy_ZIP=3.95, Synergy_Bliss=6.22, Synergy_Loewe=-17.7, Synergy_HSA=3.37. (3) Drug 1: CCCS(=O)(=O)NC1=C(C(=C(C=C1)F)C(=O)C2=CNC3=C2C=C(C=N3)C4=CC=C(C=C4)Cl)F. Drug 2: C1=NC(=NC(=O)N1C2C(C(C(O2)CO)O)O)N. Cell line: CAKI-1. Synergy scores: CSS=36.1, Synergy_ZIP=-4.15, Synergy_Bliss=3.03, Synergy_Loewe=-14.9, Synergy_HSA=5.20. (4) Drug 1: C1=CC=C(C=C1)NC(=O)CCCCCCC(=O)NO. Drug 2: C1CNP(=O)(OC1)N(CCCl)CCCl. Cell line: DU-145. Synergy scores: CSS=22.3, Synergy_ZIP=-5.50, Synergy_Bliss=1.85, Synergy_Loewe=-22.7, Synergy_HSA=0.535. (5) Drug 1: CC12CCC3C(C1CCC2O)C(CC4=C3C=CC(=C4)O)CCCCCCCCCS(=O)CCCC(C(F)(F)F)(F)F. Drug 2: C(CC(=O)O)C(=O)CN.Cl. Cell line: OVCAR3. Synergy scores: CSS=9.02, Synergy_ZIP=1.63, Synergy_Bliss=5.77, Synergy_Loewe=1.08, Synergy_HSA=1.65. (6) Drug 1: CC1=C(C=C(C=C1)C(=O)NC2=CC(=CC(=C2)C(F)(F)F)N3C=C(N=C3)C)NC4=NC=CC(=N4)C5=CN=CC=C5. Drug 2: CC12CCC3C(C1CCC2OP(=O)(O)O)CCC4=C3C=CC(=C4)OC(=O)N(CCCl)CCCl.[Na+]. Cell line: MDA-MB-231. Synergy scores: CSS=-1.47, Synergy_ZIP=0.864, Synergy_Bliss=-2.00, Synergy_Loewe=0.0634, Synergy_HSA=-4.29.